The task is: Predict the product of the given reaction.. This data is from Forward reaction prediction with 1.9M reactions from USPTO patents (1976-2016). (1) Given the reactants C(OC([NH:11][C@H:12]([C:18]([OH:20])=O)[CH2:13][CH2:14][C:15](=[O:17])[NH2:16])=O)C1C=CC=CC=1.C(OC(Cl)=O)C(C)C.C[N:30]1[CH2:35][CH2:34]O[CH2:32][CH2:31]1.N1CCCC1, predict the reaction product. The product is: [NH2:11][C@H:12]([C:18]([N:30]1[CH2:35][CH2:34][CH2:32][CH2:31]1)=[O:20])[CH2:13][CH2:14][C:15](=[O:17])[NH2:16]. (2) The product is: [Cl:21][C:6]1[C:5]2[C:10](=[CH:11][CH:12]=[C:3]([C:1]#[N:2])[N:4]=2)[N:9]=[CH:8][C:7]=1[C:13]([O:15][CH2:16][CH3:17])=[O:14]. Given the reactants [C:1]([C:3]1[N:4]=[C:5]2[C:10](=[CH:11][CH:12]=1)[N:9]=[CH:8][C:7]([C:13]([O:15][CH2:16][CH3:17])=[O:14])=[C:6]2O)#[N:2].O=P(Cl)(Cl)[Cl:21], predict the reaction product. (3) Given the reactants [H-].[Na+].[P:3]([O-:10])([O:7][CH2:8][CH3:9])[O:4][CH2:5][CH3:6].[H][H].[C:13](=[S:15])=[S:14].[CH2:16](Cl)[C:17]1[CH:22]=[CH:21][CH:20]=[CH:19][CH:18]=1, predict the reaction product. The product is: [CH2:5]([O:4][P:3]([C:13]([S:15][CH2:16][C:17]1[CH:22]=[CH:21][CH:20]=[CH:19][CH:18]=1)=[S:14])([O:7][CH2:8][CH3:9])=[O:10])[CH3:6]. (4) Given the reactants [CH2:1]([O:3][C:4]([CH:6]1[CH2:10][CH2:9][CH2:8][C:7]1=O)=[O:5])[CH3:2].[CH3:12][N:13]([CH3:17])[CH2:14][CH2:15][NH2:16], predict the reaction product. The product is: [CH2:1]([O:3][C:4]([C:6]1[CH2:10][CH2:9][CH2:8][C:7]=1[NH:16][CH2:15][CH2:14][N:13]([CH3:17])[CH3:12])=[O:5])[CH3:2]. (5) Given the reactants C([N:8]1[CH2:15][CH:14]([C:16]([O:18][CH2:19][CH3:20])=[O:17])[CH2:13][C:9]21[CH2:12][O:11][CH2:10]2)C1C=CC=CC=1.FC(F)(F)C(O)=O, predict the reaction product. The product is: [CH2:10]1[C:9]2([CH2:13][CH:14]([C:16]([O:18][CH2:19][CH3:20])=[O:17])[CH2:15][NH:8]2)[CH2:12][O:11]1. (6) Given the reactants [Cl:1][C:2]1[CH:7]=[C:6]([CH2:8]O)[CH:5]=[C:4]([NH:10][CH2:11][C:12]2[CH:17]=[CH:16][C:15]([O:18][CH3:19])=[CH:14][CH:13]=2)[N:3]=1.C(N(CC)CC)C.CS(Cl)(=O)=O.[CH:32]([C:35]1[C:40](=[O:41])[NH:39][C:38](=[O:42])[NH:37][C:36]=1[C:43]([C:45]1[CH:46]=[C:47]([CH:52]=[CH:53][C:54]#[N:55])[CH:48]=[C:49]([CH3:51])[CH:50]=1)=[O:44])([CH3:34])[CH3:33].C(=O)([O-])[O-].[K+].[K+].[I-].[Li+], predict the reaction product. The product is: [Cl:1][C:2]1[CH:7]=[C:6]([CH2:8][N:37]2[C:36]([C:43]([C:45]3[CH:46]=[C:47]([CH:52]=[CH:53][C:54]#[N:55])[CH:48]=[C:49]([CH3:51])[CH:50]=3)=[O:44])=[C:35]([CH:32]([CH3:33])[CH3:34])[C:40](=[O:41])[NH:39][C:38]2=[O:42])[CH:5]=[C:4]([NH:10][CH2:11][C:12]2[CH:17]=[CH:16][C:15]([O:18][CH3:19])=[CH:14][CH:13]=2)[N:3]=1. (7) Given the reactants [CH3:1][O:2][C:3]1[CH:21]=[CH:20][C:6]([CH2:7][O:8][C:9]2[C:10](=[O:19])[CH:11]=[C:12]([C:16]([OH:18])=O)[N:13]([CH3:15])[CH:14]=2)=[CH:5][CH:4]=1.CN(C(ON1N=NC2C=CC=NC1=2)=[N+](C)C)C.F[P-](F)(F)(F)(F)F.C(N(C(C)C)CC)(C)C.[N:55]1([CH2:60][CH2:61][NH2:62])[CH2:59][CH2:58][CH2:57][CH2:56]1, predict the reaction product. The product is: [CH3:1][O:2][C:3]1[CH:4]=[CH:5][C:6]([CH2:7][O:8][C:9]2[C:10](=[O:19])[CH:11]=[C:12]([C:16]([NH:62][CH2:61][CH2:60][N:55]3[CH2:59][CH2:58][CH2:57][CH2:56]3)=[O:18])[N:13]([CH3:15])[CH:14]=2)=[CH:20][CH:21]=1. (8) Given the reactants [CH2:1]([O:3][C:4](=[O:14])[C:5]1[CH:10]=[C:9]([OH:11])[C:8]([OH:12])=[C:7]([OH:13])[CH:6]=1)[CH3:2].[C:15](=O)([O-])[O-].[K+].[K+].BrCBr, predict the reaction product. The product is: [CH2:1]([O:3][C:4]([C:5]1[CH:10]=[C:9]([OH:11])[C:8]2[O:12][CH2:15][O:13][C:7]=2[CH:6]=1)=[O:14])[CH3:2].